Dataset: Retrosynthesis with 50K atom-mapped reactions and 10 reaction types from USPTO. Task: Predict the reactants needed to synthesize the given product. Given the product COc1cc(C=Nc2ccc(S(C)=O)cc2)ccc1F, predict the reactants needed to synthesize it. The reactants are: COc1cc(C=O)ccc1F.CS(=O)c1ccc(N)cc1.